Dataset: M1 muscarinic receptor antagonist screen with 61,756 compounds. Task: Binary Classification. Given a drug SMILES string, predict its activity (active/inactive) in a high-throughput screening assay against a specified biological target. (1) The compound is o1nc(nc1c1cccnc1)c1c(OC)cccc1. The result is 0 (inactive). (2) The molecule is S(c1n(C(C)C)c2c(n(c(=O)n(c2=O)C)C)n1)CC(=O)NCc1occc1. The result is 0 (inactive). (3) The compound is Brc1c(c2oc(nn2)c2ccc(Br)cc2)cccc1. The result is 0 (inactive). (4) The result is 0 (inactive). The molecule is Clc1ccc(c2nn(CCC(=O)NCc3ncccc3)c(=O)cc2)cc1. (5) The result is 0 (inactive). The drug is Clc1cc(S(=O)(=O)NCc2ncccc2)ccc1OC. (6) The result is 0 (inactive). The compound is O=C(N1CCCC1)C1CN(C2CC(=O)N(C2=O)c2ccc(OCCC)cc2)CCC1. (7) The compound is O=C(Nc1cc2CCCc2cc1)C1CCN(CC1)c1nc(cc(n1)C)C. The result is 0 (inactive).